From a dataset of Experimentally validated miRNA-target interactions with 360,000+ pairs, plus equal number of negative samples. Binary Classification. Given a miRNA mature sequence and a target amino acid sequence, predict their likelihood of interaction. (1) The miRNA is hsa-miR-199b-3p with sequence ACAGUAGUCUGCACAUUGGUUA. The protein sequence of the target gene is MESGAYGAAKAGGSFDLRRFLTQPQVVARAVCLVFALIVFSCIYGEGYSNAHESKQMYCVFNRNEDACRYGSAIGVLAFLASAFFLVVDAYFPQISNATDRKYLVIGDLLFSALWTFLWFVGFCFLTNQWAVTNPKDVLVGADSVRAAITFSFFSIFSWGVLASLAYQRYKAGVDDFIQNYVDPTPDPNTAYASYPGASVDNYQQPPFTQNAETTEGYQPPPVY. Result: 1 (interaction). (2) The miRNA is hsa-miR-4500 with sequence UGAGGUAGUAGUUUCUU. The protein sequence of the target gene is MASATRLIQRLRNWASGHDLQGKLQLRYQEISKRTQPPPKLPVGPSHKLSNNYYCTRDGRRESVPPSIIMSSQKALVSGKPAESSAVAATEKKAVTPAPPIKRWELSSDQPYL. Result: 0 (no interaction). (3) Result: 0 (no interaction). The miRNA is mmu-miR-1193-3p with sequence UAGGUCACCCGUUUUACUAUC. The protein sequence of the target gene is MTELQAKDPQVLHTSGASPSPPHIGSPLLARLDSGPFQGSQHSDVSSVVSPIPISLDGLLFPRSCRGPELPDGKTGDQQSLSDVEGAFSGVEATHREGGRNSRAPEKDSRLLDSVLDSLLTPSGTEQSHASPPACEAITSWCLFGPELPEDPRSVPATKGLLSPLMSRPEIKAGDSSGTGAGQKVLPKGLSPPRQLLLPTSGSAHWPGAGVKPSPQPAAGEVEEDSGLETEGSAAPLLKSKPRALEGTGSGGGVAANAASAAPGGVTLVPKEDSRFSAPRVSLEQDSPIAPGRSPLATTV.... (4) The miRNA is mmu-miR-466d-5p with sequence UGUGUGUGCGUACAUGUACAUG. The protein sequence of the target gene is MSGQTLTDRIAAAQYSVTGSAVARAVCKATTHEVMGPKKKHLDYLIQATNETNVNIPQMADTLFERATNSSWVVVFKALVTTHHLMVHGNERFIQYLASRNTLFNLSNFLDKSGSHGYDMSTFIRRYSRYLNEKAFSYRQMAFDFARVKKGADGVMRTMAPEKLLKSMPILQGQIDALLEFDVHPNELTNGVINAAFMLLFKDLIKLFACYNDGVINLLEKFFEMKKGQCKDALEIYKRFLTRMTRVSEFLKVAEQVGIDKGDIPDLTQAPSSLMETLEQHLNTLEGKKPGNNEGSGAPS.... Result: 0 (no interaction). (5) The miRNA is hsa-miR-105-5p with sequence UCAAAUGCUCAGACUCCUGUGGU. Result: 0 (no interaction). The protein sequence of the target gene is MAEDEPDAKSPKTGGRAPPGGAEAGEPTTLLQRLRGTISKAVQNKVEGILQDVQKFSDNDKLYLYLQLPSGPTTGDKSSEPSTLSNEEYMYAYRWIRNHLEEHTDTCLPKQSVYDAYRKYCESLACCRPLSTANFGKIIREIFPDIKARRLGGRGQSKYCYSGIRRKTLVSMPPLPGLDLKGSESPEMGPEVTPAPRDELVEAACALTCDWAERILKRSFSSIVEVARFLLQQHLISARSAHAHVLKAMGLAEEDEHAPRERSSKPKNGLENPEGGAHKKPERLAQPPKDLEARTGAGPL....